Dataset: Full USPTO retrosynthesis dataset with 1.9M reactions from patents (1976-2016). Task: Predict the reactants needed to synthesize the given product. Given the product [Cl:1][C:2]1[CH:3]=[C:4]([C:9]2([CH2:14][OH:15])[CH2:13][CH2:12][CH2:11][CH2:10]2)[CH:5]=[CH:6][C:7]=1[Cl:8], predict the reactants needed to synthesize it. The reactants are: [Cl:1][C:2]1[CH:3]=[C:4]([C:9]2([CH:14]=[O:15])[CH2:13][CH2:12][CH2:11][CH2:10]2)[CH:5]=[CH:6][C:7]=1[Cl:8].FC(F)(F)C1C=CC(C2(CO)CCCC2)=CC=1.